Dataset: Reaction yield outcomes from USPTO patents with 853,638 reactions. Task: Predict the reaction yield, written as a fraction of the theoretical maximum amount of product (1.0 means a 100% yield; for example, 0.34 means a 34% yield). (1) The reactants are Cl[C:2]1[CH:3]=[CH:4][C:5]([N+:10]([O-:12])=[O:11])=[C:6]([O:8][CH3:9])[CH:7]=1.[P:13]([O-:20])([O:17][CH2:18][CH3:19])[O:14][CH2:15][CH3:16].CC1(C)C2C(=C(P(C3C=CC=CC=3)C3C=CC=CC=3)C=CC=2)OC2C(P(C3C=CC=CC=3)C3C=CC=CC=3)=CC=CC1=2.P([O-])([O-])([O-])=O.[K+].[K+].[K+]. The catalyst is CN(C=O)C.C([O-])(=O)C.[Pd+2].C([O-])(=O)C. The product is [CH3:9][O:8][C:6]1[CH:7]=[C:2]([P:13](=[O:20])([O:17][CH2:18][CH3:19])[O:14][CH2:15][CH3:16])[CH:3]=[CH:4][C:5]=1[N+:10]([O-:12])=[O:11]. The yield is 0.330. (2) The reactants are [C-:1]#[N:2].[K+].[C:4]1([CH:14]=[O:15])[C:13]2[C:8](=[CH:9][CH:10]=[CH:11][CH:12]=2)[CH:7]=[CH:6][CH:5]=1.C(O)(=O)C. The catalyst is CCOCC. The product is [OH:15][CH:14]([C:4]1[C:13]2[C:8](=[CH:9][CH:10]=[CH:11][CH:12]=2)[CH:7]=[CH:6][CH:5]=1)[C:1]#[N:2]. The yield is 0.910.